From a dataset of Full USPTO retrosynthesis dataset with 1.9M reactions from patents (1976-2016). Predict the reactants needed to synthesize the given product. Given the product [CH2:1]([C:26]1([C:29]2[CH:34]=[CH:33][CH:32]=[CH:31][N:30]=2)[NH:25][C:24]2[C:19]([N+:16]([O-:18])=[O:17])=[CH:20][CH:21]=[CH:22][C:23]=2[O:28][CH2:27]1)[CH3:2], predict the reactants needed to synthesize it. The reactants are: [CH2:1]([Li])[CH3:2].C1C=CC=CC=1.C1CCCCC1.[N+:16]([C:19]1[C:24]2[N:25]=[C:26]([C:29]3[CH:34]=[CH:33][CH:32]=[CH:31][N:30]=3)[CH2:27][O:28][C:23]=2[CH:22]=[CH:21][CH:20]=1)([O-:18])=[O:17].